Task: Predict the reaction yield, written as a fraction of the theoretical maximum amount of product (1.0 means a 100% yield; for example, 0.34 means a 34% yield).. Dataset: Reaction yield outcomes from USPTO patents with 853,638 reactions (1) The reactants are [C:1]([C:3]1[C:4]([C:14]([O:16][CH2:17][CH3:18])=[O:15])=[C:5]([CH:12]=O)[N:6]2[C:11]=1[CH:10]=[CH:9][CH:8]=[CH:7]2)#[N:2].[NH:19]1[CH2:24][CH2:23][O:22][CH2:21][CH2:20]1. No catalyst specified. The product is [C:1]([C:3]1[C:4]([C:14]([O:16][CH2:17][CH3:18])=[O:15])=[C:5]([CH2:12][N:19]2[CH2:24][CH2:23][O:22][CH2:21][CH2:20]2)[N:6]2[C:11]=1[CH:10]=[CH:9][CH:8]=[CH:7]2)#[N:2]. The yield is 0.960. (2) The reactants are [NH2:1][C:2]1[CH:10]=[CH:9][C:5]([C:6]([OH:8])=O)=[CH:4][C:3]=1[O:11][CH2:12][CH3:13].CN(C(ON1N=[N:29][C:24]2[CH:25]=[CH:26][CH:27]=[N:28][C:23]1=2)=[N+](C)C)C.F[P-](F)(F)(F)(F)F.Cl.Cl.CN1CC[C@@H](N)C1.C(N(C(C)C)CC)(C)C. The catalyst is CN(C=O)C. The product is [NH2:1][C:2]1[CH:10]=[CH:9][C:5]([C:6]([NH:29][C@@H:24]2[CH2:25][CH2:26][N:28]([CH3:27])[CH2:23]2)=[O:8])=[CH:4][C:3]=1[O:11][CH2:12][CH3:13]. The yield is 0.680.